From a dataset of Reaction yield outcomes from USPTO patents with 853,638 reactions. Predict the reaction yield, written as a fraction of the theoretical maximum amount of product (1.0 means a 100% yield; for example, 0.34 means a 34% yield). The reactants are Cl[C:2]1[C:11]2[CH:10]=[C:9]3[O:12][CH2:13][O:14][C:8]3=[CH:7][C:6]=2[N:5]=[CH:4][N:3]=1.[OH:15][C:16]1[CH:17]=[C:18]2[C:22](=[N:23][CH:24]=1)[NH:21][CH:20]=[CH:19]2.C(=O)([O-])[O-].[K+].[K+]. The catalyst is CC(N(C)C)=O. The product is [NH:21]1[C:22]2[C:18](=[CH:17][C:16]([O:15][C:2]3[C:11]4[C:6](=[CH:7][C:8]5[O:14][CH2:13][O:12][C:9]=5[CH:10]=4)[N:5]=[CH:4][N:3]=3)=[CH:24][N:23]=2)[CH:19]=[CH:20]1. The yield is 0.630.